This data is from Reaction yield outcomes from USPTO patents with 853,638 reactions. The task is: Predict the reaction yield, written as a fraction of the theoretical maximum amount of product (1.0 means a 100% yield; for example, 0.34 means a 34% yield). (1) The reactants are C[O:2][C:3](=[O:37])[CH2:4][C:5]1[CH:10]=[CH:9][C:8]([O:11][CH2:12][CH2:13][C:14]2[N:15]=[C:16]([NH:19][C:20]([NH:22][C:23]3[CH:28]=[CH:27][C:26]([CH3:29])=[CH:25][C:24]=3[C:30]([CH:32]3[CH2:36][CH2:35][CH2:34][CH2:33]3)=[O:31])=[O:21])[S:17][CH:18]=2)=[CH:7][CH:6]=1. The catalyst is [Li+].[OH-]. The product is [CH:32]1([C:30]([C:24]2[CH:25]=[C:26]([CH3:29])[CH:27]=[CH:28][C:23]=2[NH:22][C:20](=[O:21])[NH:19][C:16]2[S:17][CH:18]=[C:14]([CH2:13][CH2:12][O:11][C:8]3[CH:7]=[CH:6][C:5]([CH2:4][C:3]([OH:37])=[O:2])=[CH:10][CH:9]=3)[N:15]=2)=[O:31])[CH2:36][CH2:35][CH2:34][CH2:33]1. The yield is 0.860. (2) The reactants are [CH3:1][CH2:2][O:3][C:4]([CH:6]1[CH2:12][CH2:11][C:9](=[O:10])[CH2:8][CH2:7]1)=[O:5].C[Si]([N-][Si](C)(C)C)(C)C.[Li+].C1C=CC(N([S:30]([C:33]([F:36])([F:35])[F:34])(=[O:32])=[O:31])[S:30]([C:33]([F:36])([F:35])[F:34])(=[O:32])=[O:31])=CC=1.S([O-])(O)(=O)=O.[Na+]. The catalyst is O1CCCC1. The product is [CH2:2]([O:3][C:4]([CH:6]1[CH2:12][CH2:11][C:9]([O:10][S:30]([C:33]([F:36])([F:35])[F:34])(=[O:32])=[O:31])=[CH:8][CH2:7]1)=[O:5])[CH3:1]. The yield is 0.942. (3) The reactants are [CH3:1][C:2]([CH3:46])([CH2:44][CH3:45])[C:3]([O:5][CH:6]1[CH:15]2[C:10]([CH:11]=[CH:12][CH:13]([CH3:42])[CH:14]2[CH2:16][CH2:17][CH:18]2[CH2:23][CH:22]([O:24][C:25](=[O:40])[CH2:26][CH2:27][C:28]([O:30][C:31]3[CH:36]=[CH:35][C:34]([C:37](=O)[NH2:38])=[CH:33][CH:32]=3)=[O:29])[CH2:21][C:20](=[O:41])[O:19]2)=[CH:9][CH:8]([CH3:43])[CH2:7]1)=[O:4].COC1C=CC(P2(SP(C3C=CC(OC)=CC=3)(=S)S2)=[S:56])=CC=1. The catalyst is C1C=CC=CC=1. The product is [C:37]([C:34]1[CH:35]=[CH:36][C:31]([O:30][C:28](=[O:29])[CH2:27][CH2:26][C:25]([O:24][CH:22]2[CH2:21][C:20](=[O:41])[O:19][CH:18]([CH2:17][CH2:16][CH:14]3[CH:15]4[C:10](=[CH:9][CH:8]([CH3:43])[CH2:7][CH:6]4[O:5][C:3](=[O:4])[C:2]([CH3:1])([CH3:46])[CH2:44][CH3:45])[CH:11]=[CH:12][CH:13]3[CH3:42])[CH2:23]2)=[O:40])=[CH:32][CH:33]=1)(=[S:56])[NH2:38]. The yield is 0.100.